Dataset: Forward reaction prediction with 1.9M reactions from USPTO patents (1976-2016). Task: Predict the product of the given reaction. Given the reactants [F:1][C:2]([F:34])([F:33])[CH2:3][O:4][C:5]1[CH:32]=[CH:31][C:8]([C:9]([NH:11][C:12]2[CH:17]=[CH:16][C:15]([C@@H:18]3[O:23][CH2:22][CH2:21][N:20](C(OC(C)(C)C)=O)[CH2:19]3)=[CH:14][CH:13]=2)=[O:10])=[CH:7][N:6]=1.[ClH:35], predict the reaction product. The product is: [ClH:35].[NH:20]1[CH2:21][CH2:22][O:23][C@@H:18]([C:15]2[CH:14]=[CH:13][C:12]([NH:11][C:9](=[O:10])[C:8]3[CH:31]=[CH:32][C:5]([O:4][CH2:3][C:2]([F:1])([F:33])[F:34])=[N:6][CH:7]=3)=[CH:17][CH:16]=2)[CH2:19]1.